Dataset: Reaction yield outcomes from USPTO patents with 853,638 reactions. Task: Predict the reaction yield, written as a fraction of the theoretical maximum amount of product (1.0 means a 100% yield; for example, 0.34 means a 34% yield). The reactants are [O:1]1[CH:5]=[CH:4][CH:3]=[C:2]1[C:6]1[C:7]2[N:15]=[N:14][N:13]([CH2:16][C:17]3[CH:22]=[CH:21][CH:20]=[C:19]([N+:23]([O-])=O)[CH:18]=3)[C:8]=2[N:9]=[C:10]([NH2:12])[N:11]=1.Cl[Sn]Cl.[OH-].[Na+]. The catalyst is CCO.Cl.O. The product is [NH2:23][C:19]1[CH:18]=[C:17]([CH:22]=[CH:21][CH:20]=1)[CH2:16][N:13]1[C:8]2[N:9]=[C:10]([NH2:12])[N:11]=[C:6]([C:2]3[O:1][CH:5]=[CH:4][CH:3]=3)[C:7]=2[N:15]=[N:14]1. The yield is 0.920.